Dataset: Full USPTO retrosynthesis dataset with 1.9M reactions from patents (1976-2016). Task: Predict the reactants needed to synthesize the given product. (1) Given the product [F:1][C:2]1[CH:10]=[C:9]2[C:5]([C:6]([C:20]3[CH:21]=[N:22][N:23]([C:44]4[CH:49]=[CH:48][CH:47]=[CH:46][N:45]=4)[CH:24]=3)=[CH:7][N:8]2[S:11]([C:14]2[CH:19]=[CH:18][CH:17]=[CH:16][CH:15]=2)(=[O:12])=[O:13])=[CH:4][CH:3]=1, predict the reactants needed to synthesize it. The reactants are: [F:1][C:2]1[CH:10]=[C:9]2[C:5]([C:6]([C:20]3[CH:21]=[N:22][N:23](C4C=CN=CC=4)[CH:24]=3)=[CH:7][N:8]2[S:11]([C:14]2[CH:19]=[CH:18][CH:17]=[CH:16][CH:15]=2)(=[O:13])=[O:12])=[CH:4][CH:3]=1.CC1(C)C(C)(C)OB(C2C=NN([C:44]3[CH:49]=[CH:48][CH:47]=[CH:46][N:45]=3)C=2)O1. (2) Given the product [Br:21][C:18]1[CH:19]=[CH:20][C:15](/[CH:14]=[CH:13]/[C@H:6]2[C@H:5]([CH3:22])[C:4]([F:24])([F:23])[CH2:3][C@:2]3([N:1]4[CH2:29][CH:27]([OH:28])[CH2:26]4)[C@H:7]2[C@@H:8]([CH3:12])[O:9][C:10]3=[O:11])=[N:16][CH:17]=1, predict the reactants needed to synthesize it. The reactants are: [NH2:1][C@:2]12[C:10](=[O:11])[O:9][C@H:8]([CH3:12])[C@H:7]1[C@@H:6](/[CH:13]=[CH:14]/[C:15]1[CH:20]=[CH:19][C:18]([Br:21])=[CH:17][N:16]=1)[C@H:5]([CH3:22])[C:4]([F:24])([F:23])[CH2:3]2.Cl[CH2:26][CH:27]1[CH2:29][O:28]1. (3) Given the product [N:11]1[CH:16]=[CH:15][CH:14]=[CH:13][C:12]=1[CH2:17][CH2:18][CH:19]=[O:20], predict the reactants needed to synthesize it. The reactants are: CS(C)=O.C(Cl)(=O)C(Cl)=O.[N:11]1[CH:16]=[CH:15][CH:14]=[CH:13][C:12]=1[CH2:17][CH2:18][CH2:19][OH:20].C(N(CC)CC)C.